From a dataset of Retrosynthesis with 50K atom-mapped reactions and 10 reaction types from USPTO. Predict the reactants needed to synthesize the given product. (1) Given the product COC(=O)c1cc(S(=O)(=O)c2cnc(NCc3ccc(C(F)(F)F)nc3)c(Br)c2)c(SC)s1, predict the reactants needed to synthesize it. The reactants are: COC(=O)c1cc(S(=O)(=O)c2cnc(Cl)c(Br)c2)c(SC)s1.NCc1ccc(C(F)(F)F)nc1. (2) Given the product COc1cccc(-c2cnc(Nc3ccc4ncsc4c3)cc2NC(C)C)n1, predict the reactants needed to synthesize it. The reactants are: COc1cccc(-c2cnc(Cl)cc2NC(C)C)n1.Nc1ccc2ncsc2c1. (3) Given the product Cn1ncc2cc(COS(C)(=O)=O)ccc21, predict the reactants needed to synthesize it. The reactants are: CS(=O)(=O)Cl.Cn1ncc2cc(CO)ccc21. (4) Given the product CCOc1cc(NC(=O)OC(C)(C)C)c(NC(=O)CC(=O)c2cccc(-c3cc(C)ncc3C)c2)cc1C(F)(F)F, predict the reactants needed to synthesize it. The reactants are: CCOc1cc(NC(=O)OC(C)(C)C)c(N)cc1C(F)(F)F.Cc1cc(-c2cccc(C(=O)CC(=O)OC(C)(C)C)c2)c(C)cn1. (5) Given the product CCN1C(=O)Cc2cc(N3C[C@H](C(N)=O)OC3=O)ccc21, predict the reactants needed to synthesize it. The reactants are: CCN1C(=O)Cc2cc(N3C[C@H](C(=O)OC)OC3=O)ccc21.N. (6) Given the product Cc1c(Cl)cccc1Nc1ncccc1[N+](=O)[O-], predict the reactants needed to synthesize it. The reactants are: Cc1c(N)cccc1Cl.O=[N+]([O-])c1cccnc1Cl. (7) Given the product C=C(C)C(=O)OCCCC, predict the reactants needed to synthesize it. The reactants are: C=C(C)C(=O)O[Si](C)(C)C.